The task is: Predict the product of the given reaction.. This data is from Forward reaction prediction with 1.9M reactions from USPTO patents (1976-2016). (1) Given the reactants [BH4-].[Na+].[N+:3]([C:6]1[CH:7]=[N:8][C:9]2[CH2:10][CH2:11][C:12](=[O:16])[CH2:13][C:14]=2[CH:15]=1)([O-:5])=[O:4], predict the reaction product. The product is: [OH:16][CH:12]1[CH2:11][CH2:10][C:9]2[N:8]=[CH:7][C:6]([N+:3]([O-:5])=[O:4])=[CH:15][C:14]=2[CH2:13]1. (2) Given the reactants [C:1]([O:5][C:6](=[O:27])[N:7]([CH:9]1[CH:13]([C:14]2[CH:19]=[CH:18][CH:17]=[CH:16][CH:15]=2)[CH2:12][N:11](CC2C=CC=CC=2)[CH2:10]1)[CH3:8])([CH3:4])([CH3:3])[CH3:2].C([O-])=O.[NH4+], predict the reaction product. The product is: [C:1]([O:5][C:6](=[O:27])[N:7]([CH3:8])[CH:9]1[CH:13]([C:14]2[CH:15]=[CH:16][CH:17]=[CH:18][CH:19]=2)[CH2:12][NH:11][CH2:10]1)([CH3:4])([CH3:3])[CH3:2]. (3) Given the reactants Cl.[NH2:2][CH2:3][CH2:4][S:5]([NH2:8])(=[O:7])=[O:6].C(Cl)CCl.C1C=CC2N(O)N=NC=2C=1.[CH3:23][N:24]1[CH:28]=[CH:27][CH:26]=[C:25]1[C:29]([OH:31])=O.[Cl:32][C:33]1[C:63]([CH3:64])=[CH:62][C:36]([O:37][CH2:38][CH2:39][CH2:40][C:41]2[C:49]3[C:44](=[C:45]([C:50]4[C:51]([CH2:57][OH:58])=[N:52][N:53]([CH3:56])[C:54]=4[CH3:55])[CH:46]=[CH:47][CH:48]=3)[NH:43][C:42]=2[C:59](O)=[O:60])=[CH:35][C:34]=1[CH3:65], predict the reaction product. The product is: [Cl:32][C:33]1[C:63]([CH3:64])=[CH:62][C:36]([O:37][CH2:38][CH2:39][CH2:40][C:41]2[C:49]3[C:44](=[C:45]([C:50]4[C:51]([CH2:57][OH:58])=[N:52][N:53]([CH3:56])[C:54]=4[CH3:55])[CH:46]=[CH:47][CH:48]=3)[NH:43][C:42]=2[C:59]([NH:8][S:5]([CH2:4][CH2:3][NH:2][C:29]([C:25]2[N:24]([CH3:23])[CH:28]=[CH:27][CH:26]=2)=[O:31])(=[O:7])=[O:6])=[O:60])=[CH:35][C:34]=1[CH3:65]. (4) Given the reactants [N:1]1[CH:6]=[C:5]([NH:7][C:8](=[O:15])OCC(Cl)(Cl)Cl)[CH:4]=[N:3][CH:2]=1.[C:16]1([C:22]2[N:23]=[C:24]([N:27]3[CH2:32][CH2:31][NH:30][CH2:29][CH2:28]3)[S:25][CH:26]=2)[CH:21]=[CH:20][CH:19]=[CH:18][CH:17]=1.C(N(C(C)C)CC)(C)C.CS(C)=O, predict the reaction product. The product is: [C:16]1([C:22]2[N:23]=[C:24]([N:27]3[CH2:32][CH2:31][N:30]([C:8]([NH:7][C:5]4[CH:4]=[N:3][CH:2]=[N:1][CH:6]=4)=[O:15])[CH2:29][CH2:28]3)[S:25][CH:26]=2)[CH:17]=[CH:18][CH:19]=[CH:20][CH:21]=1. (5) Given the reactants Cl[CH2:2][C:3]1[CH:21]=[CH:20][C:6]([O:7][CH2:8][C:9]2[N:10]=[C:11]([C:15]3[O:16][CH:17]=[CH:18][CH:19]=3)[O:12][C:13]=2[CH3:14])=[C:5]([O:22][CH3:23])[CH:4]=1.[OH:24][C:25]1[C:29]([C:30]([O:32][CH2:33][CH3:34])=[O:31])=[CH:28][N:27]([CH3:35])[N:26]=1.CN(C)C=O.[H-].[Na+], predict the reaction product. The product is: [O:16]1[CH:17]=[CH:18][CH:19]=[C:15]1[C:11]1[O:12][C:13]([CH3:14])=[C:9]([CH2:8][O:7][C:6]2[CH:20]=[CH:21][C:3]([CH2:2][O:24][C:25]3[C:29]([C:30]([O:32][CH2:33][CH3:34])=[O:31])=[CH:28][N:27]([CH3:35])[N:26]=3)=[CH:4][C:5]=2[O:22][CH3:23])[N:10]=1. (6) Given the reactants C(N1C=CN=C1)(N1C=CN=C1)=O.CC1C=C(C(N2CC3C=NN(C)C=3NC3C=CC=CC2=3)=O)C=CC=1C[NH-].CCN(C(C)C)C(C)C.NCC1C=CC(C(N2CC3C=NN(C)C=3NC3C=CC=CC2=3)=O)=CC=1C.C([O:78][C:79]([N:81]1[CH2:86][CH2:85][N:84]([CH2:87][C:88]2[CH:93]=[C:92]([OH:94])[CH:91]=[C:90]([OH:95])[CH:89]=2)[CH2:83][CH2:82]1)=[O:80])(C)(C)C.CC1C=C(C(N2CC3C=NN(C)C=3NC3C=CC=CC2=3)=O)C=CC=1CNC(N1CCN(CC2C=C(O)C=C(O)C=2)CC1)=O, predict the reaction product. The product is: [OH:95][C:90]1[CH:89]=[C:88]([CH:93]=[C:92]([OH:94])[CH:91]=1)[CH2:87][N:84]1[CH2:85][CH2:86][N:81]([C:79]([OH:80])=[O:78])[CH2:82][CH2:83]1.